From a dataset of NCI-60 drug combinations with 297,098 pairs across 59 cell lines. Regression. Given two drug SMILES strings and cell line genomic features, predict the synergy score measuring deviation from expected non-interaction effect. (1) Drug 1: CC(C1=C(C=CC(=C1Cl)F)Cl)OC2=C(N=CC(=C2)C3=CN(N=C3)C4CCNCC4)N. Drug 2: C#CCC(CC1=CN=C2C(=N1)C(=NC(=N2)N)N)C3=CC=C(C=C3)C(=O)NC(CCC(=O)O)C(=O)O. Cell line: UO-31. Synergy scores: CSS=6.20, Synergy_ZIP=-1.18, Synergy_Bliss=2.44, Synergy_Loewe=2.28, Synergy_HSA=2.18. (2) Drug 1: CC12CCC3C(C1CCC2=O)CC(=C)C4=CC(=O)C=CC34C. Drug 2: CC=C1C(=O)NC(C(=O)OC2CC(=O)NC(C(=O)NC(CSSCCC=C2)C(=O)N1)C(C)C)C(C)C. Cell line: HCC-2998. Synergy scores: CSS=73.7, Synergy_ZIP=0.0867, Synergy_Bliss=-6.02, Synergy_Loewe=-12.0, Synergy_HSA=-5.19. (3) Drug 1: C1CC(=O)NC(=O)C1N2CC3=C(C2=O)C=CC=C3N. Drug 2: CS(=O)(=O)OCCCCOS(=O)(=O)C. Cell line: SK-OV-3. Synergy scores: CSS=8.54, Synergy_ZIP=0.152, Synergy_Bliss=5.46, Synergy_Loewe=4.65, Synergy_HSA=5.47. (4) Synergy scores: CSS=64.9, Synergy_ZIP=8.59, Synergy_Bliss=10.0, Synergy_Loewe=-43.4, Synergy_HSA=10.1. Drug 2: CCCCCOC(=O)NC1=NC(=O)N(C=C1F)C2C(C(C(O2)C)O)O. Cell line: CCRF-CEM. Drug 1: CCC1(CC2CC(C3=C(CCN(C2)C1)C4=CC=CC=C4N3)(C5=C(C=C6C(=C5)C78CCN9C7C(C=CC9)(C(C(C8N6C=O)(C(=O)OC)O)OC(=O)C)CC)OC)C(=O)OC)O.OS(=O)(=O)O.